Regression. Given two drug SMILES strings and cell line genomic features, predict the synergy score measuring deviation from expected non-interaction effect. From a dataset of NCI-60 drug combinations with 297,098 pairs across 59 cell lines. (1) Drug 1: CCCS(=O)(=O)NC1=C(C(=C(C=C1)F)C(=O)C2=CNC3=C2C=C(C=N3)C4=CC=C(C=C4)Cl)F. Drug 2: CC12CCC3C(C1CCC2OP(=O)(O)O)CCC4=C3C=CC(=C4)OC(=O)N(CCCl)CCCl.[Na+]. Cell line: HS 578T. Synergy scores: CSS=3.10, Synergy_ZIP=2.60, Synergy_Bliss=4.06, Synergy_Loewe=-3.08, Synergy_HSA=-2.48. (2) Drug 1: CN(CCCl)CCCl.Cl. Drug 2: CC1C(C(CC(O1)OC2CC(CC3=C2C(=C4C(=C3O)C(=O)C5=C(C4=O)C(=CC=C5)OC)O)(C(=O)CO)O)N)O.Cl. Cell line: SNB-19. Synergy scores: CSS=43.4, Synergy_ZIP=-5.98, Synergy_Bliss=-6.91, Synergy_Loewe=-3.54, Synergy_HSA=-2.22.